Task: Predict which catalyst facilitates the given reaction.. Dataset: Catalyst prediction with 721,799 reactions and 888 catalyst types from USPTO (1) Reactant: [O:1]1[C:5]2[CH:6]=[CH:7][C:8]([CH:10]([N:14]3[CH2:19][CH2:18][N:17]([CH3:20])[CH2:16][CH2:15]3)[C:11]([OH:13])=O)=[CH:9][C:4]=2[CH2:3][CH2:2]1.CCN(C(C)C)C(C)C.CN(C(ON1N=NC2C=CC=CC1=2)=[N+](C)C)C.[B-](F)(F)(F)F.[Cl:52][C:53]1[CH:54]=[C:55]([NH:60][NH2:61])[CH:56]=[C:57]([Cl:59])[CH:58]=1. The catalyst class is: 2. Product: [Cl:52][C:53]1[CH:54]=[C:55]([NH:60][NH:61][C:11](=[O:13])[CH:10]([C:8]2[CH:7]=[CH:6][C:5]3[O:1][CH2:2][CH2:3][C:4]=3[CH:9]=2)[N:14]2[CH2:19][CH2:18][N:17]([CH3:20])[CH2:16][CH2:15]2)[CH:56]=[C:57]([Cl:59])[CH:58]=1. (2) Reactant: Cl[CH2:2][CH2:3][O:4][C:5]1[CH:10]=[CH:9][CH:8]=[CH:7][C:6]=1[C:11]([NH:14][C:15]1[C:16](=[O:34])[N:17]([C:21]2[CH:22]=[C:23]([CH:30]=[CH:31][C:32]=2[CH3:33])[C:24]([NH:26][CH:27]2[CH2:29][CH2:28]2)=[O:25])[CH:18]=[CH:19][N:20]=1)([CH3:13])[CH3:12].[CH3:35][NH2:36]. Product: [CH:27]1([NH:26][C:24](=[O:25])[C:23]2[CH:30]=[CH:31][C:32]([CH3:33])=[C:21]([N:17]3[CH:18]=[CH:19][N:20]=[C:15]([NH:14][C:11]([CH3:13])([C:6]4[CH:7]=[CH:8][CH:9]=[CH:10][C:5]=4[O:4][CH2:3][CH2:2][NH:36][CH3:35])[CH3:12])[C:16]3=[O:34])[CH:22]=2)[CH2:29][CH2:28]1. The catalyst class is: 155.